From a dataset of Forward reaction prediction with 1.9M reactions from USPTO patents (1976-2016). Predict the product of the given reaction. (1) Given the reactants [CH3:1][C:2]1[CH:3]=[CH:4][C:5]([NH:8][C:9]([C:11]2[C:12]([C:17]([OH:19])=O)=[N:13][CH:14]=[CH:15][N:16]=2)=[O:10])=[N:6][CH:7]=1.[Si:20]([O:27][CH2:28][CH2:29][NH:30][C:31]1[CH:36]=[CH:35][C:34]([NH2:37])=[CH:33][CH:32]=1)([C:23]([CH3:26])([CH3:25])[CH3:24])([CH3:22])[CH3:21], predict the reaction product. The product is: [Si:20]([O:27][CH2:28][CH2:29][NH:30][C:31]1[CH:32]=[CH:33][C:34]([NH:37][C:17]([C:12]2[C:11]([C:9]([NH:8][C:5]3[CH:4]=[CH:3][C:2]([CH3:1])=[CH:7][N:6]=3)=[O:10])=[N:16][CH:15]=[CH:14][N:13]=2)=[O:19])=[CH:35][CH:36]=1)([C:23]([CH3:26])([CH3:25])[CH3:24])([CH3:22])[CH3:21]. (2) Given the reactants [Cl:1][C:2]1[CH:7]=[CH:6][C:5]([C:8]2[S:9][CH:10]=[CH:11][CH:12]=2)=[CH:4][CH:3]=1.C([Li])CCC.I[C:19]1[CH:29]=[CH:28][C:22]([C:23]([O:25][CH2:26][CH3:27])=[O:24])=[CH:21][CH:20]=1.Cl, predict the reaction product. The product is: [Cl:1][C:2]1[CH:3]=[CH:4][C:5]([C:8]2[S:9][C:10]([C:19]3[CH:29]=[CH:28][C:22]([C:23]([O:25][CH2:26][CH3:27])=[O:24])=[CH:21][CH:20]=3)=[CH:11][CH:12]=2)=[CH:6][CH:7]=1. (3) Given the reactants [CH3:1][CH:2]([CH3:31])[CH2:3][CH:4]([NH:21][C:22]1[CH:30]=[CH:29][C:25]([C:26](O)=[O:27])=[CH:24][N:23]=1)[C:5]1[CH:10]=[CH:9][C:8]([C:11]2[CH:16]=[CH:15][C:14]([C:17]([F:20])([F:19])[F:18])=[CH:13][CH:12]=2)=[CH:7][CH:6]=1.CC(S(N)=O)(C)C.F[P-](F)(F)(F)(F)F.N1(OC(N(C)C)=[N+](C)C)C2N=CC=CC=2N=N1.CN1CCOCC1.[NH2:70][CH2:71][CH2:72][S:73]([OH:76])(=[O:75])=[O:74], predict the reaction product. The product is: [CH3:1][CH:2]([CH3:31])[CH2:3][CH:4]([NH:21][C:22]1[CH:30]=[CH:29][C:25]([C:26]([NH:70][CH2:71][CH2:72][S:73]([OH:76])(=[O:75])=[O:74])=[O:27])=[CH:24][N:23]=1)[C:5]1[CH:10]=[CH:9][C:8]([C:11]2[CH:16]=[CH:15][C:14]([C:17]([F:18])([F:20])[F:19])=[CH:13][CH:12]=2)=[CH:7][CH:6]=1. (4) Given the reactants [Cl:1]CCl.[C:4]([NH:8][C:9](=[O:37])[O:10][CH:11]1[CH2:18][CH:17]2[CH:13]([CH2:14][CH:15]([N:19](C(OC(C)(C)C)=O)[CH2:20][C:21]([N:23]3[CH2:27][CH2:26][CH2:25][CH:24]3[C:28]#[N:29])=[O:22])[CH2:16]2)[CH2:12]1)([CH3:7])([CH3:6])[CH3:5].Cl, predict the reaction product. The product is: [ClH:1].[C:4]([NH:8][C:9](=[O:37])[O:10][CH:11]1[CH2:18][CH:17]2[CH:13]([CH2:14][CH:15]([NH:19][CH2:20][C:21]([N:23]3[CH2:27][CH2:26][CH2:25][CH:24]3[C:28]#[N:29])=[O:22])[CH2:16]2)[CH2:12]1)([CH3:7])([CH3:5])[CH3:6]. (5) Given the reactants [N+:1]([C:4]1[CH:17]=[CH:16][C:7]([CH:8]=[C:9]2[S:13][C:12](=[O:14])[NH:11][C:10]2=[O:15])=[CH:6][CH:5]=1)([O-:3])=[O:2].CN(C)C=O.[H-].[Na+].I[CH2:26][CH3:27], predict the reaction product. The product is: [CH2:26]([N:11]1[C:10](=[O:15])[C:9](=[CH:8][C:7]2[CH:16]=[CH:17][C:4]([N+:1]([O-:3])=[O:2])=[CH:5][CH:6]=2)[S:13][C:12]1=[O:14])[CH3:27]. (6) Given the reactants [CH3:1][O:2][C:3]1[CH:4]=[CH:5][C:6]2[S:10][C:9](=[O:11])[NH:8][C:7]=2[CH:12]=1.[N+:13]([O-])([OH:15])=[O:14], predict the reaction product. The product is: [CH3:1][O:2][C:3]1[C:4]([N+:13]([O-:15])=[O:14])=[CH:5][C:6]2[S:10][C:9](=[O:11])[NH:8][C:7]=2[CH:12]=1. (7) Given the reactants Cl[C:2]([O:4][C:5]1[CH:10]=[CH:9][CH:8]=[CH:7][CH:6]=1)=[O:3].[CH3:11][C@H:12]1[CH2:17][O:16][CH2:15][CH2:14][N:13]1[C:18]1[CH:23]=[C:22]([C:24]([S:27]([C:30]2[CH:35]=[CH:34][CH:33]=[CH:32][N:31]=2)(=[O:29])=[O:28])([CH3:26])[CH3:25])[N:21]=[C:20]([C:36]2[CH:42]=[CH:41][C:39]([NH2:40])=[CH:38][CH:37]=2)[N:19]=1.C(=O)([O-])O.[Na+], predict the reaction product. The product is: [CH3:11][C@H:12]1[CH2:17][O:16][CH2:15][CH2:14][N:13]1[C:18]1[CH:23]=[C:22]([C:24]([S:27]([C:30]2[CH:35]=[CH:34][CH:33]=[CH:32][N:31]=2)(=[O:28])=[O:29])([CH3:26])[CH3:25])[N:21]=[C:20]([C:36]2[CH:37]=[CH:38][C:39]([NH:40][C:2](=[O:3])[O:4][C:5]3[CH:10]=[CH:9][CH:8]=[CH:7][CH:6]=3)=[CH:41][CH:42]=2)[N:19]=1. (8) Given the reactants [NH2:1][C:2](=[O:40])[CH:3]([C:12]1[CH:39]=[CH:38][C:15]([C:16]([NH:18][C:19]2[CH:24]=[C:23]([C:25]3[S:26][CH:27]=[CH:28][CH:29]=3)[CH:22]=[CH:21][C:20]=2[NH:30]C(=O)OC(C)(C)C)=[O:17])=[CH:14][CH:13]=1)[NH:4]C(OC(C)(C)C)=O.C(O)(C(F)(F)F)=O, predict the reaction product. The product is: [NH2:30][C:20]1[CH:21]=[CH:22][C:23]([C:25]2[S:26][CH:27]=[CH:28][CH:29]=2)=[CH:24][C:19]=1[NH:18][C:16](=[O:17])[C:15]1[CH:38]=[CH:39][C:12]([CH:3]([NH2:4])[C:2]([NH2:1])=[O:40])=[CH:13][CH:14]=1. (9) Given the reactants C([N:8]1[CH2:17][C:16]([CH3:19])([CH3:18])[C:15]2[N:14]=[C:13]([Cl:20])[CH:12]=[CH:11][C:10]=2[CH2:9]1)C1C=CC=CC=1.[CH3:21][C@H:22]([OH:25])[CH2:23][CH3:24], predict the reaction product. The product is: [ClH:20].[CH3:19][C:16]1([CH3:18])[C:15]2[N:14]=[C:13]([O:25][C@@H:22]([CH3:21])[CH2:23][CH3:24])[CH:12]=[CH:11][C:10]=2[CH2:9][NH:8][CH2:17]1. (10) Given the reactants FC(F)(F)C(O)=O.[CH2:8]([O:10][C:11]([C:13]1[CH:17]=[C:16]([CH2:18][NH:19]C(OC(C)(C)C)=O)[O:15][N:14]=1)=[O:12])[CH3:9], predict the reaction product. The product is: [CH2:8]([O:10][C:11]([C:13]1[CH:17]=[C:16]([CH2:18][NH2:19])[O:15][N:14]=1)=[O:12])[CH3:9].